From a dataset of CYP1A2 inhibition data for predicting drug metabolism from PubChem BioAssay. Regression/Classification. Given a drug SMILES string, predict its absorption, distribution, metabolism, or excretion properties. Task type varies by dataset: regression for continuous measurements (e.g., permeability, clearance, half-life) or binary classification for categorical outcomes (e.g., BBB penetration, CYP inhibition). Dataset: cyp1a2_veith. (1) The drug is Clc1ccccc1-c1cc(NCc2ccccc2)ncn1. The result is 1 (inhibitor). (2) The drug is O=C(O)c1cc(C(=O)O)cc(N2C(=O)c3ccccc3C2=O)c1. The result is 0 (non-inhibitor). (3) The molecule is C=CC[C@@H]1C=C[C@@H](O/N=C(/C)CCC(=O)OC[C@@H]2O[C@H](C#Cc3ccccc3)C=C[C@@H]2Oc2ccc(C)cc2)[C@@H](CO)O1. The result is 0 (non-inhibitor). (4) The molecule is C[N+](C)(C)CCO. The result is 0 (non-inhibitor). (5) The drug is Nc1ccc(S(N)(=O)=O)cc1. The result is 0 (non-inhibitor). (6) The drug is CC(=NCCN1CCOCC1)c1c(O)n(Cc2ccccc2)c(=O)[nH]c1=O. The result is 0 (non-inhibitor). (7) The molecule is O=c1c(-c2cccs2)nc2cnc(Oc3cccc(Cl)c3)nc2n1C1CC1. The result is 1 (inhibitor). (8) The compound is COc1ccc2[nH]cc(CCNc3cc(-c4ccccc4OC)ncn3)c2c1. The result is 1 (inhibitor).